From a dataset of Experimentally validated miRNA-target interactions with 360,000+ pairs, plus equal number of negative samples. Binary Classification. Given a miRNA mature sequence and a target amino acid sequence, predict their likelihood of interaction. The miRNA is hsa-miR-602 with sequence GACACGGGCGACAGCUGCGGCCC. The protein sequence of the target gene is MSQTRKKTSSEGETKPQTSTVNKFLRGSNAESRKEDNDLKTSDSQPSDWIQKTATSETAKPLSSEMEWRSSMEKNEHFLQKLGKKAVNKCLDLNNCGLTTADMKEMVALLPFLPDLEELDISWNGFVGGTLLSITQQMHLVSKLKILRLGSCRLTTDDVQALGEAFEMIPELEELNLSWNSKVGGNLPLILQKFQKGSKIQMIELVDCSLTSEDGTFLGQLLPMLQSLEVLDLSINRDIVGSLNSIAQGLKSTSNLKVLKLHSCGLSQKSVKILDAAFRYLGELRKLDLSCNKDLGGGFE.... Result: 0 (no interaction).